Dataset: Retrosynthesis with 50K atom-mapped reactions and 10 reaction types from USPTO. Task: Predict the reactants needed to synthesize the given product. (1) Given the product COC(=O)[C@H](CN)NC(=O)c1sc(C(=O)NCc2ccc(F)c(O)c2)cc1C, predict the reactants needed to synthesize it. The reactants are: COC(=O)[C@H](CNC(=O)OC(C)(C)C)NC(=O)c1sc(C(=O)NCc2ccc(F)c(O)c2)cc1C. (2) Given the product CCOP(=O)(Cc1cc(-c2ccccc2Cl)c2c(c1)N(c1c(Cl)cccc1Cl)C(=O)NC2)OCC, predict the reactants needed to synthesize it. The reactants are: CCOP(OCC)OCC.O=C1NCc2c(-c3ccccc3Cl)cc(CBr)cc2N1c1c(Cl)cccc1Cl.